Dataset: Retrosynthesis with 50K atom-mapped reactions and 10 reaction types from USPTO. Task: Predict the reactants needed to synthesize the given product. (1) Given the product CN1CCc2cc(CCn3ccc(OCc4ccccc4)cc3=O)ccc2C1, predict the reactants needed to synthesize it. The reactants are: C=O.O=c1cc(OCc2ccccc2)ccn1CCc1ccc2c(c1)CCNC2. (2) Given the product CCOC(=O)C=C1CC(OCc2ccccc2)C1, predict the reactants needed to synthesize it. The reactants are: CCOC(=O)CP(=O)(OCC)OCC.O=C1CC(OCc2ccccc2)C1. (3) Given the product CCNC(=O)Nc1sc2c(c1C(=O)N1CCC(N3CCCC4(C3)CC(C)(C)OC4=O)CC1)CCN(C(C)=O)C2, predict the reactants needed to synthesize it. The reactants are: CC(=O)OC(C)=O.CCNC(=O)Nc1sc2c(c1C(=O)N1CCC(N3CCCC4(C3)CC(C)(C)OC4=O)CC1)CCNC2. (4) Given the product COC(=O)C(CC(C)C)c1cc(-c2ccc(C(F)(F)F)cc2)nc(-c2ccc(C(F)(F)F)cc2)c1, predict the reactants needed to synthesize it. The reactants are: C=C(C)CC(C(=O)OC)c1cc(-c2ccc(C(F)(F)F)cc2)nc(-c2ccc(C(F)(F)F)cc2)c1. (5) Given the product COC(=O)c1cccc(COc2ccc(-c3cc(F)c(F)cc3F)cc2)c1, predict the reactants needed to synthesize it. The reactants are: COC(=O)c1cccc(COc2ccc(I)cc2)c1.OB(O)c1cc(F)c(F)cc1F. (6) The reactants are: COc1ccc(F)c(F)c1C(=O)c1cnc(NC2CCN(S(C)(=O)=O)CC2O)nc1N. Given the product COc1ccc(F)c(F)c1C(=O)c1cnc(NC2CCN(S(C)(=O)=O)CC2=O)nc1N, predict the reactants needed to synthesize it. (7) Given the product O=C(Nc1ccc(Sc2ccc(O)cc2)c([N+](=O)[O-])c1)c1cccc(C(F)(F)F)c1, predict the reactants needed to synthesize it. The reactants are: O=C(Nc1ccc(F)c([N+](=O)[O-])c1)c1cccc(C(F)(F)F)c1.Oc1ccc(S)cc1. (8) Given the product CNC(=O)CN(C)c1n[nH]c2ccc([N+](=O)[O-])cc12, predict the reactants needed to synthesize it. The reactants are: CN.CN(CC(=O)O)c1n[nH]c2ccc([N+](=O)[O-])cc12.